From a dataset of Catalyst prediction with 721,799 reactions and 888 catalyst types from USPTO. Predict which catalyst facilitates the given reaction. (1) The catalyst class is: 9. Product: [CH3:25][O:29][N:30]([CH3:31])[C:17]([C:16]1[CH:20]=[CH:21][C:13]([C:9]2([NH:8][C:6](=[O:7])[O:5][C:1]([CH3:3])([CH3:2])[CH3:4])[CH2:12][CH2:11][CH2:10]2)=[CH:14][CH:15]=1)=[O:19]. Reactant: [C:1]([O:5][C:6]([NH:8][C:9]1([C:13]2[CH:21]=[CH:20][C:16]([C:17]([OH:19])=O)=[CH:15][CH:14]=2)[CH2:12][CH2:11][CH2:10]1)=[O:7])([CH3:4])([CH3:3])[CH3:2].CN([C:25]([O:29][N:30]1N=NC2C=CC=C[C:31]1=2)=[N+](C)C)C.F[P-](F)(F)(F)(F)F.C(N(CC)CC)C.Cl.CNOC. (2) Reactant: Cl.[CH3:2][O:3][C:4]1[CH:5]=[C:6]([CH:9]=[CH:10][C:11]=1[OH:12])[CH2:7][NH2:8].[CH:13]1[N:18]=[C:17](Cl)[C:16]2[N:20]=[CH:21][N:22]([C@@H:23]3[O:27][C@H:26]([CH2:28][OH:29])[C@@H:25]([OH:30])[C@H:24]3[OH:31])[C:15]=2[N:14]=1.C(N(CC)C(C)C)(C)C. Product: [CH3:2][O:3][C:4]1[CH:5]=[C:6]([CH:9]=[CH:10][C:11]=1[OH:12])[CH2:7][NH:8][C:17]1[C:16]2[N:20]=[CH:21][N:22]([C:15]=2[N:14]=[CH:13][N:18]=1)[C@@H:23]1[O:27][C@H:26]([CH2:28][OH:29])[C@@H:25]([OH:30])[C@H:24]1[OH:31]. The catalyst class is: 259. (3) Reactant: [C:1]1([S:7](Cl)(=[O:9])=[O:8])[CH:6]=[CH:5][CH:4]=[CH:3][CH:2]=1.[NH2:11][C:12]1[CH:17]=[C:16]([O:18][CH2:19][CH2:20][C:21]2[CH:26]=[CH:25][C:24]([C:27]#[N:28])=[CH:23][CH:22]=2)[CH:15]=[CH:14][C:13]=1[CH3:29].C([O-])(O)=O.[Na+]. Product: [C:27]([C:24]1[CH:25]=[CH:26][C:21]([CH2:20][CH2:19][O:18][C:16]2[CH:15]=[CH:14][C:13]([CH3:29])=[C:12]([NH:11][S:7]([C:1]3[CH:6]=[CH:5][CH:4]=[CH:3][CH:2]=3)(=[O:9])=[O:8])[CH:17]=2)=[CH:22][CH:23]=1)#[N:28]. The catalyst class is: 17. (4) Reactant: [NH2:1][C:2]1[C:7]([C:8]2[N:22]([C:23]3[CH:28]=[CH:27][C:26]([C:29]([NH:32]C(=O)OC(C)(C)C)([CH3:31])[CH3:30])=[CH:25][CH:24]=3)[C:11]3=[N:12][C:13]([C:16]4[CH:21]=[CH:20][CH:19]=[CH:18][CH:17]=4)=[CH:14][CH:15]=[C:10]3[N:9]=2)=[CH:6][CH:5]=[CH:4][N:3]=1.[ClH:40].C(OC(C)C)(C)C. Product: [ClH:40].[NH2:32][C:29]([C:26]1[CH:27]=[CH:28][C:23]([N:22]2[C:11]3=[N:12][C:13]([C:16]4[CH:21]=[CH:20][CH:19]=[CH:18][CH:17]=4)=[CH:14][CH:15]=[C:10]3[N:9]=[C:8]2[C:7]2[C:2]([NH2:1])=[N:3][CH:4]=[CH:5][CH:6]=2)=[CH:24][CH:25]=1)([CH3:30])[CH3:31]. The catalyst class is: 96. (5) Reactant: [CH3:1][C:2]([O-])(C)[CH3:3].[K+].C1COCC1.[OH:12][CH2:13][CH2:14][C:15]1[S:19][CH:18]=[N:17][C:16]=1[CH3:20].C(Br)C=C. Product: [CH2:3]([O:12][CH2:13][CH2:14][C:15]1[S:19][CH:18]=[N:17][C:16]=1[CH3:20])[CH:2]=[CH2:1]. The catalyst class is: 6. (6) Reactant: [CH3:1][O:2][C:3]([C:5]1[N:10]=[C:9]2[CH:11]=[C:12]([C:14]([OH:16])=O)[NH:13][C:8]2=[CH:7][CH:6]=1)=[O:4].Cl.Cl.[N:19]1([C:26]2[CH:31]=[CH:30][N:29]=[CH:28][CH:27]=2)[CH2:24][CH2:23][CH:22]([NH2:25])[CH2:21][CH2:20]1.O=C1N(P(Cl)(N2CCOC2=O)=O)CCO1. Product: [CH3:1][O:2][C:3]([C:5]1[N:10]=[C:9]2[CH:11]=[C:12]([C:14](=[O:16])[NH:25][CH:22]3[CH2:21][CH2:20][N:19]([C:26]4[CH:27]=[CH:28][N:29]=[CH:30][CH:31]=4)[CH2:24][CH2:23]3)[NH:13][C:8]2=[CH:7][CH:6]=1)=[O:4]. The catalyst class is: 236. (7) Reactant: C(OC([NH:11][C:12]12[CH2:19][CH2:18][C:15]([C:20]([NH:22][CH:23]3[CH2:28][CH2:27][C:26]([F:30])([F:29])[CH2:25][CH2:24]3)=[O:21])([CH2:16][CH2:17]1)[CH2:14][CH2:13]2)=O)C1C=CC=CC=1.[H][H]. Product: [NH2:11][C:12]12[CH2:19][CH2:18][C:15]([C:20]([NH:22][CH:23]3[CH2:28][CH2:27][C:26]([F:29])([F:30])[CH2:25][CH2:24]3)=[O:21])([CH2:16][CH2:17]1)[CH2:14][CH2:13]2. The catalyst class is: 457. (8) Reactant: [H-].[Al+3].[Li+].[H-].[H-].[H-].[CH2:7]([N:14]([CH2:27][C:28]1[CH:33]=[CH:32][CH:31]=[CH:30][CH:29]=1)[C:15]1[CH:16]=[C:17]([CH:23]=[CH:24][C:25]=1[F:26])[C:18](OCC)=[O:19])[C:8]1[CH:13]=[CH:12][CH:11]=[CH:10][CH:9]=1.O.[OH-].[Na+]. Product: [CH2:27]([N:14]([CH2:7][C:8]1[CH:13]=[CH:12][CH:11]=[CH:10][CH:9]=1)[C:15]1[CH:16]=[C:17]([CH2:18][OH:19])[CH:23]=[CH:24][C:25]=1[F:26])[C:28]1[CH:29]=[CH:30][CH:31]=[CH:32][CH:33]=1. The catalyst class is: 7. (9) Reactant: Cl[C:2]1[C:7]([F:8])=[C:6](Cl)[N:5]=[C:4]([CH:10]([F:12])[F:11])[N:3]=1.[CH3:13][N:14]1[CH2:19][CH2:18][NH:17][CH2:16][CH2:15]1.CCN(C(C)C)C(C)C.ClCl.[NH2:31][NH2:32]. Product: [F:11][CH:10]([F:12])[C:4]1[N:5]=[C:6]([NH:31][NH2:32])[C:7]([F:8])=[C:2]([N:17]2[CH2:18][CH2:19][N:14]([CH3:13])[CH2:15][CH2:16]2)[N:3]=1. The catalyst class is: 16. (10) Reactant: [H-].[Na+].Cl[C:4]1[C:9]([CH2:10][N:11]([CH3:21])[CH2:12][C@@H:13]([C:15]2[CH:20]=[CH:19][CH:18]=[CH:17][CH:16]=2)[OH:14])=[CH:8][CH:7]=[C:6]([Cl:22])[N:5]=1. Product: [Cl:22][C:6]1[CH:7]=[CH:8][C:9]2[CH2:10][N:11]([CH3:21])[CH2:12][C@@H:13]([C:15]3[CH:20]=[CH:19][CH:18]=[CH:17][CH:16]=3)[O:14][C:4]=2[N:5]=1. The catalyst class is: 56.